This data is from Reaction yield outcomes from USPTO patents with 853,638 reactions. The task is: Predict the reaction yield, written as a fraction of the theoretical maximum amount of product (1.0 means a 100% yield; for example, 0.34 means a 34% yield). (1) The reactants are [Cl-].[Cl:2][C:3]1[C:12]2[C:7](=[CH:8][CH:9]=[CH:10][CH:11]=2)[CH:6]=[CH:5][C:4]=1[NH:13][CH2:14][CH2:15][NH3+:16].[CH3:17][C:18]1[O:22][C:21]([CH:23]=O)=[CH:20][CH:19]=1. No catalyst specified. The product is [Cl:2][C:3]1[C:12]2[C:7](=[CH:8][CH:9]=[CH:10][CH:11]=2)[CH:6]=[CH:5][C:4]=1[NH:13][CH2:14][CH2:15][NH:16][CH2:23][C:21]1[O:22][C:18]([CH3:17])=[CH:19][CH:20]=1. The yield is 0.570. (2) The reactants are [Br:1][CH2:2][O:3][CH3:4].[CH2:5]([N:7]([CH2:10][CH3:11])[CH2:8][CH3:9])[CH3:6]. The catalyst is CCCCCC. The product is [Br-:1].[CH2:5]([N+:7]([CH2:10][CH3:11])([CH2:8][CH3:9])[CH2:2][O:3][CH3:4])[CH3:6]. The yield is 0.930. (3) The reactants are [Br:1][C:2]1[CH:3]=[CH:4][C:5]([Cl:10])=[C:6]([CH2:8]O)[CH:7]=1.[ClH:11]. No catalyst specified. The product is [Br:1][C:2]1[CH:3]=[CH:4][C:5]([Cl:10])=[C:6]([CH2:8][Cl:11])[CH:7]=1. The yield is 0.990. (4) The reactants are [O:1]1[CH2:6][CH2:5][O:4][CH2:3][CH:2]1[CH:7]([NH:9]CC1C=CC(OC)=CC=1)[CH3:8]. The catalyst is CO.[Pd]. The product is [O:1]1[CH2:6][CH2:5][O:4][CH2:3][CH:2]1[CH:7]([NH2:9])[CH3:8]. The yield is 0.960. (5) The product is [NH2:1][C:4]1[CH:13]=[CH:12][C:11]([C:14]#[N:15])=[C:10]2[C:5]=1[CH:6]=[CH:7][CH:8]=[N:9]2. The reactants are [N+:1]([C:4]1[CH:13]=[CH:12][C:11]([C:14]#[N:15])=[C:10]2[C:5]=1[CH:6]=[CH:7][CH:8]=[N:9]2)([O-])=O.CCO.[Cl-].[NH4+]. The yield is 1.00. The catalyst is C1COCC1.[Fe].